From a dataset of Forward reaction prediction with 1.9M reactions from USPTO patents (1976-2016). Predict the product of the given reaction. (1) Given the reactants Cl.Br[C:3]1[CH:8]=[CH:7][N:6]=[CH:5][C:4]=1[CH3:9].C1COCC1.[Br:15][C:16]1[CH:21]=[CH:20][CH:19]=[C:18](I)[CH:17]=1.C(N(CC(O)=O)CC(O)=O)CN(CC(O)=O)CC(O)=O, predict the reaction product. The product is: [Br:15][C:16]1[CH:17]=[C:18]([C:3]2[CH:8]=[CH:7][N:6]=[CH:5][C:4]=2[CH3:9])[CH:19]=[CH:20][CH:21]=1. (2) Given the reactants [F:1][C:2]1[CH:3]=[C:4]([CH:9]=[CH:10][C:11]=1[C:12]1[CH:13]=[N:14][C:15]2[N:16]([C:18]([C:21]3([C:24]4[CH:25]=[C:26]5[C:31](=[CH:32][CH:33]=4)[N:30]=[CH:29][CH:28]=[CH:27]5)[CH2:23][CH2:22]3)=[CH:19][N:20]=2)[CH:17]=1)[C:5]([O:7]C)=[O:6].[OH-].[Li+], predict the reaction product. The product is: [F:1][C:2]1[CH:3]=[C:4]([CH:9]=[CH:10][C:11]=1[C:12]1[CH:13]=[N:14][C:15]2[N:16]([C:18]([C:21]3([C:24]4[CH:25]=[C:26]5[C:31](=[CH:32][CH:33]=4)[N:30]=[CH:29][CH:28]=[CH:27]5)[CH2:23][CH2:22]3)=[CH:19][N:20]=2)[CH:17]=1)[C:5]([OH:7])=[O:6].